This data is from Full USPTO retrosynthesis dataset with 1.9M reactions from patents (1976-2016). The task is: Predict the reactants needed to synthesize the given product. (1) Given the product [F:32][C:33]1[CH:38]=[CH:37][C:36]([NH:39][C:6]([NH:8][CH:9]2[CH2:13][CH2:12][N:11]([C:14]3[C:23]4[C:18](=[CH:19][C:20]([Cl:24])=[CH:21][CH:22]=4)[N:17]=[CH:16][CH:15]=3)[CH2:10]2)=[O:7])=[CH:35][CH:34]=1, predict the reactants needed to synthesize it. The reactants are: C(O[C:6]([NH:8][CH:9]1[CH2:13][CH2:12][N:11]([C:14]2[C:23]3[C:18](=[CH:19][C:20]([Cl:24])=[CH:21][CH:22]=3)[N:17]=[CH:16][CH:15]=2)[CH2:10]1)=[O:7])(C)(C)C.FC(F)(F)C(O)=O.[F:32][C:33]1[CH:38]=[CH:37][C:36]([N:39]=C=O)=[CH:35][CH:34]=1.C(N(CC)CC)C. (2) Given the product [Cl:25][C:18]1[N:17]=[C:16]([NH:8][C:7]2[CH:9]=[CH:10][C:4]([F:3])=[CH:5][C:6]=2[C:11]([F:12])([F:13])[F:14])[C:21]([N+:22]([O-:24])=[O:23])=[CH:20][CH:19]=1, predict the reactants needed to synthesize it. The reactants are: [H-].[Na+].[F:3][C:4]1[CH:10]=[CH:9][C:7]([NH2:8])=[C:6]([C:11]([F:14])([F:13])[F:12])[CH:5]=1.Cl[C:16]1[C:21]([N+:22]([O-:24])=[O:23])=[CH:20][CH:19]=[C:18]([Cl:25])[N:17]=1.O.